This data is from NCI-60 drug combinations with 297,098 pairs across 59 cell lines. The task is: Regression. Given two drug SMILES strings and cell line genomic features, predict the synergy score measuring deviation from expected non-interaction effect. (1) Drug 1: CCC1=CC2CC(C3=C(CN(C2)C1)C4=CC=CC=C4N3)(C5=C(C=C6C(=C5)C78CCN9C7C(C=CC9)(C(C(C8N6C)(C(=O)OC)O)OC(=O)C)CC)OC)C(=O)OC.C(C(C(=O)O)O)(C(=O)O)O. Drug 2: COCCOC1=C(C=C2C(=C1)C(=NC=N2)NC3=CC=CC(=C3)C#C)OCCOC.Cl. Cell line: T-47D. Synergy scores: CSS=30.0, Synergy_ZIP=-3.51, Synergy_Bliss=0.927, Synergy_Loewe=2.48, Synergy_HSA=2.45. (2) Drug 1: CC1=C2C(C(=O)C3(C(CC4C(C3C(C(C2(C)C)(CC1OC(=O)C(C(C5=CC=CC=C5)NC(=O)OC(C)(C)C)O)O)OC(=O)C6=CC=CC=C6)(CO4)OC(=O)C)OC)C)OC. Drug 2: C1C(C(OC1N2C=NC(=NC2=O)N)CO)O. Cell line: NCI-H460. Synergy scores: CSS=74.6, Synergy_ZIP=20.4, Synergy_Bliss=19.5, Synergy_Loewe=-10.2, Synergy_HSA=20.8.